Dataset: Retrosynthesis with 50K atom-mapped reactions and 10 reaction types from USPTO. Task: Predict the reactants needed to synthesize the given product. (1) Given the product CCOC(=O)CCC(C)=Cc1ccccc1, predict the reactants needed to synthesize it. The reactants are: CCOC(=O)CCC(C)=O.c1ccc(C[P+](c2ccccc2)(c2ccccc2)c2ccccc2)cc1. (2) The reactants are: COc1ccc(-n2ccn(-c3ccc(Oc4ccccc4)cc3)c2=O)cc1. Given the product O=c1n(-c2ccc(O)cc2)ccn1-c1ccc(Oc2ccccc2)cc1, predict the reactants needed to synthesize it. (3) Given the product CCOC(=O)n1nc(NC(=O)c2ccccc2NC(=O)c2ccc[nH]2)c2cc(C(=O)O)sc21, predict the reactants needed to synthesize it. The reactants are: CCOC(=O)n1nc(NC(=O)c2ccccc2NC(=O)c2ccc[nH]2)c2cc(C(=O)OC(C)(C)C)sc21. (4) The reactants are: O=C(NC[C@H]1NC[C@H]2C[C@H]21)c1cccc2occc12.O=C(O)c1nccnc1-c1ccccc1. Given the product O=C(NC[C@@H]1[C@@H]2C[C@@H]2CN1C(=O)c1nccnc1-c1ccccc1)c1cccc2occc12, predict the reactants needed to synthesize it. (5) Given the product COc1cc(Nc2nc3c(N4CCN(S(C)(=O)=O)CC4)nccn3n2)cc(OC)c1, predict the reactants needed to synthesize it. The reactants are: COc1cc(Nc2nc3c(N4CCNCC4)nccn3n2)cc(OC)c1.CS(=O)(=O)[O-]. (6) Given the product O=C(O)C(SC1CCCC1)c1ccc(Cl)c(Cl)c1, predict the reactants needed to synthesize it. The reactants are: COC(=O)C(SC1CCCC1)c1ccc(Cl)c(Cl)c1. (7) Given the product CC1(CC(=O)O)OCCc2c1[nH]c1ccc(O)cc21, predict the reactants needed to synthesize it. The reactants are: CC1(CC(=O)O)OCCc2c1[nH]c1ccc(OCc3ccccc3)cc21. (8) Given the product NC(=O)Cn1c(=O)c(=O)[nH]c2ccccc21, predict the reactants needed to synthesize it. The reactants are: COC(=O)Cn1c(=O)c(=O)[nH]c2ccccc21.N. (9) Given the product CC(C)(C)OC(=O)NC1CCN(c2cc3c(cc2F)c(=O)c(C(=O)O)c2n3CCS2)C1, predict the reactants needed to synthesize it. The reactants are: CC(C)(C)OC(=O)NC1CCNC1.O=C(O)c1c2n(c3cc(Cl)c(F)cc3c1=O)CCS2.